This data is from Forward reaction prediction with 1.9M reactions from USPTO patents (1976-2016). The task is: Predict the product of the given reaction. (1) Given the reactants [Br:1][C:2]1[CH:10]=[CH:9][C:5]([C:6]([OH:8])=O)=[CH:4][C:3]=1[F:11].C(Cl)(=O)C(Cl)=O.[C:18]([NH2:22])([CH3:21])([CH3:20])[CH3:19], predict the reaction product. The product is: [Br:1][C:2]1[CH:10]=[CH:9][C:5]([C:6]([NH:22][C:18]([CH3:21])([CH3:20])[CH3:19])=[O:8])=[CH:4][C:3]=1[F:11]. (2) The product is: [ClH:12].[N:1]1[CH:6]=[CH:5][CH:4]=[C:3]([C:7](=[NH:13])[NH2:8])[N:2]=1. Given the reactants [N:1]1[CH:6]=[CH:5][CH:4]=[C:3]([C:7]#[N:8])[N:2]=1.C[O-].[Na+].[Cl-:12].[NH4+:13], predict the reaction product. (3) Given the reactants N1C=CC(NS(C2C=C3C(=CC=2)C(C2C=CC(C(F)(F)F)=CC=2[C:31]2[CH2:36][CH2:35][N:34]([C:37]([O:39][C:40]([CH3:43])([CH3:42])[CH3:41])=[O:38])[CH2:33][CH:32]=2)=CC=C3)(=O)=O)=NC=1.Cl[C:45]1[CH:50]=[C:49]([C:51]([F:54])([F:53])[F:52])[CH:48]=[CH:47][C:46]=1[C:55]1[CH:64]=[CH:63][CH:62]=[C:61]2[C:56]=1[CH:57]=[CH:58][C:59]([S:65]([N:68]([CH2:74][C:75]1[CH:80]=[CH:79][C:78]([O:81][CH3:82])=[CH:77][CH:76]=1)[C:69]1[S:70][CH:71]=[CH:72][N:73]=1)(=[O:67])=[O:66])=[CH:60]2, predict the reaction product. The product is: [CH3:82][O:81][C:78]1[CH:77]=[CH:76][C:75]([CH2:74][N:68]([C:69]2[S:70][CH:71]=[CH:72][N:73]=2)[S:65]([C:59]2[CH:60]=[C:61]3[C:56](=[CH:57][CH:58]=2)[C:55]([C:46]2[CH:47]=[CH:48][C:49]([C:51]([F:52])([F:53])[F:54])=[CH:50][C:45]=2[C:31]2[CH2:36][CH2:35][N:34]([C:37]([O:39][C:40]([CH3:43])([CH3:42])[CH3:41])=[O:38])[CH2:33][CH:32]=2)=[CH:64][CH:63]=[CH:62]3)(=[O:67])=[O:66])=[CH:80][CH:79]=1. (4) Given the reactants Br[C:2]1[CH:3]=[C:4]2[C:9](=[N:10][CH:11]=1)[N:8]([C@H:12]1[CH2:17][CH2:16][CH2:15][N:14]([CH2:18][CH2:19][N:20]([CH2:23][CH3:24])[CH2:21][CH3:22])[CH2:13]1)[CH:7]=[C:6]([C:25]([O:27][CH2:28][CH3:29])=[O:26])[C:5]2=[O:30].CC1(C)C(C)(C)[O:35][B:34](B2OC(C)(C)C(C)(C)O2)[O:33]1.C(N(CC)CC)C.C([O-])(=O)C.[K+], predict the reaction product. The product is: [CH2:21]([N:20]([CH2:23][CH3:24])[CH2:19][CH2:18][N:14]1[CH2:15][CH2:16][CH2:17][CH:12]([N:8]2[C:9]3[N:10]=[CH:11][C:2]([B:34]([OH:35])[OH:33])=[CH:3][C:4]=3[C:5](=[O:30])[C:6]([C:25]([O:27][CH2:28][CH3:29])=[O:26])=[CH:7]2)[CH2:13]1)[CH3:22].